From a dataset of Catalyst prediction with 721,799 reactions and 888 catalyst types from USPTO. Predict which catalyst facilitates the given reaction. (1) Reactant: Cl[C:2]1[N:7]=[CH:6][N:5]=[C:4]([NH:8][S:9]([CH2:12][CH2:13][C:14]2[S:15][CH:16]=[CH:17][CH:18]=2)(=[O:11])=[O:10])[C:3]=1[C:19]1[CH:24]=[CH:23][C:22]([Cl:25])=[CH:21][CH:20]=1.C(O)(=O)C[C:28](CC(O)=O)([C:30](O)=[O:31])[OH:29]. Product: [Cl:25][C:22]1[CH:23]=[CH:24][C:19]([C:3]2[C:4]([NH:8][S:9]([CH2:12][CH2:13][C:14]3[S:15][CH:16]=[CH:17][CH:18]=3)(=[O:11])=[O:10])=[N:5][CH:6]=[N:7][C:2]=2[O:29][CH2:28][CH2:30][OH:31])=[CH:20][CH:21]=1. The catalyst class is: 746. (2) Product: [NH2:31][C:32]1[C:33]2[N:34]([C:38]([CH:57]3[CH2:60][CH2:59][CH2:58]3)=[N:39][C:40]=2[C:41]2[CH:42]=[C:43]([CH:54]=[CH:55][CH:56]=2)[O:44][CH2:45][C:46]2[CH:47]=[C:48]([CH:49]=[CH:50][CH:51]=2)[CH2:52][N:5]2[C:1](=[O:11])[C:2]3[C:3](=[CH:7][CH:8]=[CH:9][CH:10]=3)[C:4]2=[O:6])[CH:35]=[CH:36][N:37]=1. Reactant: [C:1]1(=[O:11])[NH:5][C:4](=[O:6])[C:3]2=[CH:7][CH:8]=[CH:9][CH:10]=[C:2]12.C1(P(C2C=CC=CC=2)C2C=CC=CC=2)C=CC=CC=1.[NH2:31][C:32]1[C:33]2[N:34]([C:38]([CH:57]3[CH2:60][CH2:59][CH2:58]3)=[N:39][C:40]=2[C:41]2[CH:42]=[C:43]([CH:54]=[CH:55][CH:56]=2)[O:44][CH2:45][C:46]2[CH:47]=[C:48]([CH2:52]O)[CH:49]=[CH:50][CH:51]=2)[CH:35]=[CH:36][N:37]=1.CC(OC(/N=N/C(OC(C)C)=O)=O)C. The catalyst class is: 1. (3) Reactant: [NH2:1][CH:2]1[CH2:11][C:10]2[C:9]([C:12]([NH2:14])=[O:13])=[CH:8][CH:7]=[C:6]([F:15])[C:5]=2[O:4][CH2:3]1.C(N(CC)C(C)C)(C)C.Br[CH2:26][CH2:27][CH2:28][C:29]1[C:37]2[C:32](=[CH:33][CH:34]=[C:35]([C:38]#[N:39])[CH:36]=2)[NH:31][CH:30]=1. Product: [C:38]([C:35]1[CH:36]=[C:37]2[C:32](=[CH:33][CH:34]=1)[NH:31][CH:30]=[C:29]2[CH2:28][CH2:27][CH2:26][NH:1][CH:2]1[CH2:11][C:10]2[C:9]([C:12]([NH2:14])=[O:13])=[CH:8][CH:7]=[C:6]([F:15])[C:5]=2[O:4][CH2:3]1)#[N:39]. The catalyst class is: 58. (4) Reactant: [Cl:1][C:2]1[N:7]=[CH:6][N:5]=[C:4]([C:8]([NH:10][C:11]2[CH:16]=[CH:15][C:14]([S:17](Cl)(=[O:19])=[O:18])=[CH:13][C:12]=2[CH3:21])=[O:9])[CH:3]=1.[CH3:22][NH:23][CH2:24][C:25]([O:27][CH3:28])=[O:26].C(NC(C)C)(C)C. Product: [Cl:1][C:2]1[N:7]=[CH:6][N:5]=[C:4]([C:8]([NH:10][C:11]2[CH:16]=[CH:15][C:14]([S:17]([N:23]([CH2:24][C:25]([O:27][CH3:28])=[O:26])[CH3:22])(=[O:19])=[O:18])=[CH:13][C:12]=2[CH3:21])=[O:9])[CH:3]=1. The catalyst class is: 1. (5) Reactant: [CH3:1][CH:2]([NH:9][CH:10]1[CH2:15][CH2:14][N:13]([CH3:16])[CH2:12][CH2:11]1)[C:3]1[CH:8]=[CH:7][CH:6]=[CH:5][CH:4]=1.[C:17]1([CH2:23][CH2:24]N)[CH:22]=[CH:21][CH:20]=[CH:19][CH:18]=1.CN1CC[C:30](=[O:33])CC1.[BH3-]C#N.[Na+].C[OH:39]. Product: [CH3:30][O:33][C:20]1[CH:21]=[CH:22][C:17]([CH2:23][C:24]([N:9]([CH:2]([C:3]2[CH:8]=[CH:7][CH:6]=[CH:5][CH:4]=2)[CH3:1])[CH:10]2[CH2:15][CH2:14][N:13]([CH3:16])[CH2:12][CH2:11]2)=[O:39])=[CH:18][CH:19]=1. The catalyst class is: 411. (6) Reactant: C([O:3][C:4](=[O:20])[CH2:5][C:6]1([OH:19])[CH2:11][CH2:10][N:9]([C:12]([O:14][C:15]([CH3:18])([CH3:17])[CH3:16])=[O:13])[CH2:8][CH2:7]1)C.[OH-].[Na+]. Product: [C:15]([O:14][C:12]([N:9]1[CH2:8][CH2:7][C:6]([CH2:5][C:4]([OH:20])=[O:3])([OH:19])[CH2:11][CH2:10]1)=[O:13])([CH3:18])([CH3:16])[CH3:17]. The catalyst class is: 5. (7) Reactant: [C:1]1([CH:7]([C:18]2[CH:23]=[CH:22][CH:21]=[CH:20][CH:19]=2)[N:8](C2C=CC=CC=2)[C:9](=[O:11])[O-])[CH:6]=[CH:5][CH:4]=[CH:3][CH:2]=1.[C:24]1([CH:30]([C:37]2[CH:42]=[CH:41][CH:40]=[CH:39][CH:38]=2)[N:31]2[CH2:36][CH2:35][NH:34][CH2:33][CH2:32]2)[CH:29]=[CH:28][CH:27]=[CH:26][CH:25]=1.C1CCN2C(=NCCC2)CC1. Product: [C:18]1([CH:7]([NH:8][C:9]([N:34]2[CH2:35][CH2:36][N:31]([CH:30]([C:24]3[CH:29]=[CH:28][CH:27]=[CH:26][CH:25]=3)[C:37]3[CH:42]=[CH:41][CH:40]=[CH:39][CH:38]=3)[CH2:32][CH2:33]2)=[O:11])[C:1]2[CH:2]=[CH:3][CH:4]=[CH:5][CH:6]=2)[CH:19]=[CH:20][CH:21]=[CH:22][CH:23]=1. The catalyst class is: 1. (8) Reactant: [N:1]1([C:7]2[CH:8]=[C:9]([C:13](=[O:15])[CH3:14])[CH:10]=[CH:11][CH:12]=2)[CH2:6][CH2:5][NH:4][CH2:3][CH2:2]1.[CH2:16](I)[CH2:17][CH3:18].C([O-])(=O)C([O-])=O. Product: [CH2:16]([N:4]1[CH2:5][CH2:6][N:1]([C:7]2[CH:8]=[C:9]([C:13](=[O:15])[CH3:14])[CH:10]=[CH:11][CH:12]=2)[CH2:2][CH2:3]1)[CH2:17][CH3:18]. The catalyst class is: 25. (9) Reactant: [Cl:1][C:2]1[CH:7]=[CH:6][C:5]([NH:8][C:9]([CH:11]2[CH2:16]C(=O)[CH2:14][N:13]([C:18]([O:20][C:21]([CH3:24])([CH3:23])[CH3:22])=[O:19])[CH2:12]2)=[O:10])=[CH:4][CH:3]=1.[CH:25]([O:30][CH3:31])([O:28][CH3:29])OC.C1(C)C=CC(S(O)(=O)=O)=CC=1.ClCCl. Product: [Cl:1][C:2]1[CH:3]=[CH:4][C:5]([NH:8][C:9]([CH:11]2[CH2:12][N:13]([C:18]([O:20][C:21]([CH3:22])([CH3:24])[CH3:23])=[O:19])[CH2:14][C:25]([O:28][CH3:29])([O:30][CH3:31])[CH2:16]2)=[O:10])=[CH:6][CH:7]=1. The catalyst class is: 5.